Dataset: Full USPTO retrosynthesis dataset with 1.9M reactions from patents (1976-2016). Task: Predict the reactants needed to synthesize the given product. (1) The reactants are: [CH2:1]=[C:2]1[C:7](=[O:8])[CH:6]2[CH2:9][CH2:10][N:3]1[CH2:4][CH2:5]2.O.C([N:14]([CH2:17][CH3:18])[CH2:15][CH3:16])C. Given the product [N:14]1([CH2:1][CH:2]2[C:7](=[O:8])[CH:6]3[CH2:9][CH2:10][N:3]2[CH2:4][CH2:5]3)[C:15]2[C:16](=[CH:1][CH:2]=[CH:7][CH:6]=2)[CH2:18][CH2:17]1, predict the reactants needed to synthesize it. (2) Given the product [OH:18][CH2:17][C:16]1[N:2]=[C:1]([C:4]2[N:9]=[C:8]([C:10]([O:12][CH3:13])=[O:11])[CH:7]=[CH:6][CH:5]=2)[S:3][CH:15]=1, predict the reactants needed to synthesize it. The reactants are: [C:1]([C:4]1[N:9]=[C:8]([C:10]([O:12][CH3:13])=[O:11])[CH:7]=[CH:6][CH:5]=1)(=[S:3])[NH2:2].Br[CH2:15][C:16](=O)[CH2:17][OH:18].CCO.